This data is from Full USPTO retrosynthesis dataset with 1.9M reactions from patents (1976-2016). The task is: Predict the reactants needed to synthesize the given product. Given the product [CH2:1]([N:3]([CH2:11][C:12]1[CH:13]=[N:14][CH:15]=[C:16]([C:19]2[CH:20]=[C:21]3[C:25](=[CH:26][CH:27]=2)[N:24]([CH:28]2[CH2:33][CH2:32][CH2:31][CH2:30][O:29]2)[N:23]=[C:22]3[C:34]2[NH:35][C:36]([C:39]([N:41]3[CH2:46][CH2:47][CH2:48][CH2:43][CH2:42]3)=[O:40])=[CH:37][N:38]=2)[C:17]=1[CH3:18])[C:4](=[O:10])[O:5][C:6]([CH3:9])([CH3:7])[CH3:8])[CH3:2], predict the reactants needed to synthesize it. The reactants are: [CH2:1]([N:3]([CH2:11][C:12]1[CH:13]=[N:14][CH:15]=[C:16]([C:19]2[CH:20]=[C:21]3[C:25](=[CH:26][CH:27]=2)[N:24]([CH:28]2[CH2:33][CH2:32][CH2:31][CH2:30][O:29]2)[N:23]=[C:22]3[C:34]2[NH:35][C:36]([C:39]([NH:41][CH2:42][C:43]3C=N[CH:46]=[CH:47][CH:48]=3)=[O:40])=[CH:37][N:38]=2)[C:17]=1[CH3:18])[C:4](=[O:10])[O:5][C:6]([CH3:9])([CH3:8])[CH3:7])[CH3:2].C(OC(N(CC1C(C)=C(C2C=C3C(=CC=2)N(C2CCCCO2)N=C3C2NC(C(O)=O)=CN=2)C=NC=1)CC)=O)(C)(C)C.C(N(C(C)C)CC)(C)C.N1CCCCC1.CN(C(ON1N=NC2C=CC=NC1=2)=[N+](C)C)C.F[P-](F)(F)(F)(F)F.